This data is from Full USPTO retrosynthesis dataset with 1.9M reactions from patents (1976-2016). The task is: Predict the reactants needed to synthesize the given product. (1) The reactants are: [CH2:1]([O:3][C:4]([C:6]1[CH:7]=[C:8]([CH3:11])[NH:9][N:10]=1)=[O:5])[CH3:2].C1C(=O)N([Cl:19])C(=O)C1. Given the product [CH2:1]([O:3][C:4]([C:6]1[NH:10][N:9]=[C:8]([CH3:11])[C:7]=1[Cl:19])=[O:5])[CH3:2], predict the reactants needed to synthesize it. (2) Given the product [CH2:13]([O:12][C:10]([C:2]1[N:1]([CH2:23][C:22]2[CH:21]=[CH:20][C:19]([C:18]([F:17])([F:27])[F:28])=[CH:26][CH:25]=2)[C:9]2[C:4]([CH:3]=1)=[CH:5][CH:6]=[CH:7][CH:8]=2)=[O:11])[CH3:14], predict the reactants needed to synthesize it. The reactants are: [NH:1]1[C:9]2[C:4](=[CH:5][CH:6]=[CH:7][CH:8]=2)[CH:3]=[C:2]1[C:10]([O:12][CH2:13][CH3:14])=[O:11].[H-].[Na+].[F:17][C:18]([F:28])([F:27])[C:19]1[CH:26]=[CH:25][C:22]([CH2:23]Br)=[CH:21][CH:20]=1. (3) Given the product [F:22][C:23]1[CH:28]=[CH:27][C:26]([F:29])=[CH:25][C:24]=1[C:30]1[O:42][C:35]2[C:36](=[O:4])[C:37]([O:40][CH3:41])=[CH:38][C:32](=[O:31])[C:33]=2[N:34]=1, predict the reactants needed to synthesize it. The reactants are: FC(F)(F)C(OC1C(OC(=O)C(F)(F)F)=C(I)C=CC=1)=[O:4].[F:22][C:23]1[CH:28]=[CH:27][C:26]([F:29])=[CH:25][C:24]=1[C:30]1[O:31][C:32]2[C:38](N)=[C:37]([O:40][CH3:41])[CH:36]=[CH:35][C:33]=2[N:34]=1.[OH2:42]. (4) Given the product [Br:1][C:2]1[CH:8]=[C:7]2[C:5](=[CH:4][C:3]=1[Cl:9])[NH:6][C:14](=[O:15])[CH:13]=[C:12]2[C:11]([F:21])([F:20])[F:10], predict the reactants needed to synthesize it. The reactants are: [Br:1][C:2]1[CH:8]=[CH:7][C:5]([NH2:6])=[CH:4][C:3]=1[Cl:9].[F:10][C:11]([F:21])([F:20])[C:12](=O)[CH2:13][C:14](OCC)=[O:15]. (5) Given the product [Br:1][C:2]1[C:3]([C:9]([F:12])([F:11])[F:10])=[N:4][N:5]([CH2:7][C:17]([CH2:16][CH2:15][C:14]([F:13])([F:22])[F:23])([C:18]#[N:19])[C:20]#[N:21])[CH:6]=1, predict the reactants needed to synthesize it. The reactants are: [Br:1][C:2]1[C:3]([C:9]([F:12])([F:11])[F:10])=[N:4][N:5]([CH2:7]Cl)[CH:6]=1.[F:13][C:14]([F:23])([F:22])[CH2:15][CH2:16][CH:17]([C:20]#[N:21])[C:18]#[N:19].C(=O)([O-])[O-].[K+].[K+].O.